This data is from Catalyst prediction with 721,799 reactions and 888 catalyst types from USPTO. The task is: Predict which catalyst facilitates the given reaction. (1) Reactant: Cl[C:2]1[CH:9]=[CH:8][C:7]([N+:10]([O-:12])=[O:11])=[CH:6][C:3]=1[CH:4]=[O:5].[Cl:13][C:14]1[CH:19]=[CH:18][C:17](B(O)O)=[CH:16][CH:15]=1.C(=O)([O-])O.[Na+].O. Product: [Cl:13][C:14]1[CH:19]=[CH:18][C:17]([C:2]2[C:3]([CH:4]=[O:5])=[CH:6][C:7]([N+:10]([O-:12])=[O:11])=[CH:8][CH:9]=2)=[CH:16][CH:15]=1. The catalyst class is: 843. (2) Reactant: [Cl:1][C:2]1[CH:3]=[C:4]([CH:9]([N:12]2[C:21]3[C:16](=[CH:17][CH:18]=[C:19]([C:22]([F:25])([F:24])[F:23])[CH:20]=3)[NH:15][CH:14]([CH2:26][CH3:27])[CH2:13]2)[C:10]#[N:11])[CH:5]=[CH:6][C:7]=1[Cl:8].N1C=CC=CC=1.Cl[C:35]([O:37][CH2:38][CH3:39])=[O:36]. Product: [C:10]([CH:9]([C:4]1[CH:5]=[CH:6][C:7]([Cl:8])=[C:2]([Cl:1])[CH:3]=1)[N:12]1[C:21]2[C:16](=[CH:17][CH:18]=[C:19]([C:22]([F:25])([F:23])[F:24])[CH:20]=2)[N:15]([C:35]([O:37][CH2:38][CH3:39])=[O:36])[CH:14]([CH2:26][CH3:27])[CH2:13]1)#[N:11]. The catalyst class is: 2. (3) Reactant: [Cl:1][C:2]1[N:7]=[C:6]([NH2:8])[CH:5]=[CH:4][N:3]=1.CCN(C(C)C)C(C)C.[C:18](Cl)(=[O:23])[O:19][CH:20]([CH3:22])[CH3:21].O. Product: [CH:20]([O:19][C:18](=[O:23])[NH:8][C:6]1[CH:5]=[CH:4][N:3]=[C:2]([Cl:1])[N:7]=1)([CH3:22])[CH3:21]. The catalyst class is: 1. (4) Reactant: [H-].[Na+].[CH3:3]S(C)=O.[I-].C[S+](C)C.[Cl:12][C:13]1[CH:18]=[CH:17][C:16]([C:19]2[C:23]([C:24]([C:26]3[CH:27]=[N:28][CH:29]=[CH:30][CH:31]=3)=[O:25])=[C:22]([C:32]3[CH:37]=[CH:36][C:35]([Cl:38])=[CH:34][CH:33]=3)[S:21][N:20]=2)=[CH:15][CH:14]=1. Product: [Cl:12][C:13]1[CH:18]=[CH:17][C:16]([C:19]2[C:23]([C:24]3([C:26]4[CH:27]=[N:28][CH:29]=[CH:30][CH:31]=4)[CH2:3][O:25]3)=[C:22]([C:32]3[CH:33]=[CH:34][C:35]([Cl:38])=[CH:36][CH:37]=3)[S:21][N:20]=2)=[CH:15][CH:14]=1. The catalyst class is: 13. (5) Reactant: [N+:1]([C:4]1[CH:5]=[C:6]([C:13]([N:15]2[CH2:20][CH2:19][N:18]([CH3:21])[CH2:17][CH2:16]2)=[O:14])[CH:7]=[CH:8][C:9]=1[N+:10]([O-])=O)([O-])=O.C(O)C. Product: [NH2:1][C:4]1[CH:5]=[C:6]([C:13]([N:15]2[CH2:20][CH2:19][N:18]([CH3:21])[CH2:17][CH2:16]2)=[O:14])[CH:7]=[CH:8][C:9]=1[NH2:10]. The catalyst class is: 153. (6) Reactant: C([N+](CCCC)(CCCC)CCCC)CCC.[P:18]([O:22][CH2:23][C@@H:24]1[C@@H:28]([O:29][P:30]([O:33][CH2:34][C@@H:35]2[C@@H:39]([OH:40])[C@@H:38]([OH:41])[C@H:37]([N:42]3[CH:50]=[N:49][C:48]4[C:43]3=[N:44][CH:45]=[N:46][C:47]=4[NH2:51])[O:36]2)([OH:32])=[O:31])[CH2:27][C@H:26]([N:52]2[CH:57]=[CH:56][C:55]([NH2:58])=[N:54][C:53]2=[O:59])[O:25]1)([OH:21])([OH:20])=[O:19].[Si:60]([O:67][CH2:68][C:69](OCC#N)=[O:70])([C:63]([CH3:66])([CH3:65])[CH3:64])([CH3:62])[CH3:61]. Product: [Si:60]([O:67][CH2:68][C:69]([O:40][C@H:39]1[C@@H:38]([OH:41])[C@H:37]([N:42]2[CH:50]=[N:49][C:48]3[C:43]2=[N:44][CH:45]=[N:46][C:47]=3[NH2:51])[O:36][C@@H:35]1[CH2:34][O:33][P:30]([O:29][C@H:28]1[CH2:27][C@H:26]([N:52]2[CH:57]=[CH:56][C:55]([NH2:58])=[N:54][C:53]2=[O:59])[O:25][C@@H:24]1[CH2:23][O:22][P:18]([OH:21])([OH:20])=[O:19])([OH:32])=[O:31])=[O:70])([C:63]([CH3:66])([CH3:65])[CH3:64])([CH3:62])[CH3:61]. The catalyst class is: 132. (7) Reactant: [NH2:1][C@@H:2]([CH2:25][S:26][CH2:27][C@H:28]([O:43][CH2:44][CH2:45][CH2:46][CH2:47][CH2:48][CH2:49][CH2:50][CH2:51][CH2:52][CH2:53][CH2:54][CH3:55])[CH2:29][O:30][CH2:31][CH2:32][CH2:33][CH2:34][CH2:35][CH2:36][CH2:37][CH2:38][CH2:39][CH2:40][CH2:41][CH3:42])[C:3](=[O:24])[NH:4][CH2:5][CH2:6][O:7][CH2:8][CH2:9][O:10][CH2:11][CH2:12][O:13][CH2:14][CH2:15][P:16](=[O:23])([O:20]CC)[O:17]CC.C[Si](Br)(C)C. Product: [NH2:1][C@@H:2]([CH2:25][S:26][CH2:27][C@H:28]([O:43][CH2:44][CH2:45][CH2:46][CH2:47][CH2:48][CH2:49][CH2:50][CH2:51][CH2:52][CH2:53][CH2:54][CH3:55])[CH2:29][O:30][CH2:31][CH2:32][CH2:33][CH2:34][CH2:35][CH2:36][CH2:37][CH2:38][CH2:39][CH2:40][CH2:41][CH3:42])[C:3](=[O:24])[NH:4][CH2:5][CH2:6][O:7][CH2:8][CH2:9][O:10][CH2:11][CH2:12][O:13][CH2:14][CH2:15][P:16](=[O:17])([OH:23])[OH:20]. The catalyst class is: 2. (8) Reactant: I.[Cl:2][C:3]1[C:4]2[C:5]3[C:6](=[C:20]([CH3:23])[O:21][N:22]=3)[C:7](=[O:19])[N:8]([CH:13]3[CH2:18][CH2:17][CH2:16][NH:15][CH2:14]3)[C:9]=2[CH:10]=[CH:11][CH:12]=1.[C:24](O)(=[O:35])[C:25]1[CH:34]=[CH:33][C:32]2[C:27](=[CH:28][CH:29]=[CH:30][CH:31]=2)[N:26]=1.Cl.CN(C)CCCN=C=NCC.ON1C2N=CC=CC=2N=N1.C(N(CC)CC)C. Product: [Cl:2][C:3]1[C:4]2[C:5]3[C:6](=[C:20]([CH3:23])[O:21][N:22]=3)[C:7](=[O:19])[N:8]([CH:13]3[CH2:18][CH2:17][CH2:16][N:15]([C:24]([C:25]4[CH:34]=[CH:33][C:32]5[C:27](=[CH:28][CH:29]=[CH:30][CH:31]=5)[N:26]=4)=[O:35])[CH2:14]3)[C:9]=2[CH:10]=[CH:11][CH:12]=1. The catalyst class is: 468. (9) Reactant: [CH2:1]([O:8][C:9]1[CH:14]=[CH:13][C:12]([OH:15])=[CH:11][CH:10]=1)[C:2]1[CH:7]=[CH:6][CH:5]=[CH:4][CH:3]=1.C(=O)([O-])[O-].[K+].[K+].Br[C:23]([CH3:32])([CH3:31])[C:24]([O:26][C:27]([CH3:30])([CH3:29])[CH3:28])=[O:25]. Product: [CH2:1]([O:8][C:9]1[CH:10]=[CH:11][C:12]([O:15][C:23]([CH3:32])([CH3:31])[C:24]([O:26][C:27]([CH3:30])([CH3:29])[CH3:28])=[O:25])=[CH:13][CH:14]=1)[C:2]1[CH:3]=[CH:4][CH:5]=[CH:6][CH:7]=1. The catalyst class is: 10.